Binary Classification. Given a drug SMILES string, predict its activity (active/inactive) in a high-throughput screening assay against a specified biological target. From a dataset of M1 muscarinic receptor agonist screen with 61,833 compounds. The compound is O=C1N(C(C)C)C(=O)CC1Nc1ccc(OC)cc1. The result is 0 (inactive).